Dataset: Reaction yield outcomes from USPTO patents with 853,638 reactions. Task: Predict the reaction yield, written as a fraction of the theoretical maximum amount of product (1.0 means a 100% yield; for example, 0.34 means a 34% yield). (1) The reactants are [CH3:1][C:2]1[O:3][C:4]2[C:10]([C:11](OCC)=[O:12])=[CH:9][CH:8]=[CH:7][C:5]=2[N:6]=1.[H-].[Al+3].[Li+].[H-].[H-].[H-]. The catalyst is O1CCCC1. The product is [CH3:1][C:2]1[O:3][C:4]2[C:10]([CH2:11][OH:12])=[CH:9][CH:8]=[CH:7][C:5]=2[N:6]=1. The yield is 0.680. (2) The catalyst is C1COCC1. The product is [Cl:6][CH2:5][CH2:4][O:3][CH2:2][O:17][CH:8]1[CH:7]2[CH2:16][CH:11]3[CH2:12][CH:13]([CH2:15][CH:9]1[CH2:10]3)[CH2:14]2. The yield is 0.962. The reactants are Cl[CH2:2][O:3][CH2:4][CH2:5][Cl:6].[CH:7]12[CH2:16][CH:11]3[CH2:12][CH:13]([CH2:15][CH:9]([CH2:10]3)[CH:8]1[OH:17])[CH2:14]2.C(N(CC)CC)C. (3) The reactants are [NH2:1][C:2]1[NH:7][C:6](=[O:8])[CH:5]=[C:4]([CH2:9][C:10]2[CH:15]=[CH:14][CH:13]=[C:12]([Br:16])[CH:11]=2)[N:3]=1.[OH-].[K+].I[CH3:20]. The catalyst is C(O)C. The product is [NH2:1][C:2]1[N:7]([CH3:20])[C:6](=[O:8])[CH:5]=[C:4]([CH2:9][C:10]2[CH:15]=[CH:14][CH:13]=[C:12]([Br:16])[CH:11]=2)[N:3]=1. The yield is 0.760. (4) The reactants are [O:1]([C:8]1[CH:9]=[C:10]([CH:13]=[CH:14][CH:15]=1)[CH2:11]O)[C:2]1[CH:7]=[CH:6][CH:5]=[CH:4][CH:3]=1.P(Br)(Br)[Br:17]. The catalyst is C(Cl)Cl. The product is [O:1]([C:8]1[CH:9]=[C:10]([CH:13]=[CH:14][CH:15]=1)[CH2:11][Br:17])[C:2]1[CH:7]=[CH:6][CH:5]=[CH:4][CH:3]=1. The yield is 0.720. (5) The reactants are [C:1]1([CH2:7][CH:8]([OH:10])[CH3:9])[CH:6]=[CH:5][CH:4]=[CH:3][CH:2]=1.C(OC=C)(=O)C. The catalyst is C(F)C(F)(F)F. The product is [C:1]1([CH2:7][C@@H:8]([OH:10])[CH3:9])[CH:6]=[CH:5][CH:4]=[CH:3][CH:2]=1. The yield is 0.940. (6) The reactants are CS(O[CH2:6][CH2:7][CH2:8][CH2:9][O:10][C:11]1[CH:20]=[CH:19][C:18]2[CH2:17][CH2:16][C:15](=[O:21])[NH:14][C:13]=2[N:12]=1)(=O)=O.C(=O)([O-])[O-].[K+].[K+].[CH2:28]1[C:37]2[C:32](=[CH:33][CH:34]=[CH:35][CH:36]=2)[CH2:31][CH2:30][NH:29]1.[I-].[Na+]. The catalyst is C(#N)C. The product is [CH2:28]1[C:37]2[C:32](=[CH:33][CH:34]=[CH:35][CH:36]=2)[CH2:31][CH2:30][N:29]1[CH2:6][CH2:7][CH2:8][CH2:9][O:10][C:11]1[N:12]=[C:13]2[C:18]([CH2:17][CH2:16][C:15](=[O:21])[NH:14]2)=[CH:19][CH:20]=1. The yield is 0.510. (7) The reactants are [F:1][C:2]1[CH:3]=[CH:4][C:5]([C:41]([F:44])([F:43])[F:42])=[C:6]([CH:40]=1)[C:7]([N:9]1[CH2:14][CH2:13][N:12]([C:15](=[O:39])[CH2:16][NH:17][C:18]([C:20]2[N:21]=[N:22][N:23]([C:25]3[CH:30]=[CH:29][CH:28]=[CH:27][C:26]=3[O:31]CC3C=CC=CC=3)[CH:24]=2)=[O:19])[CH2:11][CH2:10]1)=[O:8].NC1C=CC=CC=1O. The catalyst is CO.[Pd]. The product is [F:1][C:2]1[CH:3]=[CH:4][C:5]([C:41]([F:43])([F:42])[F:44])=[C:6]([CH:40]=1)[C:7]([N:9]1[CH2:14][CH2:13][N:12]([C:15](=[O:39])[CH2:16][NH:17][C:18]([C:20]2[N:21]=[N:22][N:23]([C:25]3[CH:30]=[CH:29][CH:28]=[CH:27][C:26]=3[OH:31])[CH:24]=2)=[O:19])[CH2:11][CH2:10]1)=[O:8]. The yield is 0.220. (8) The reactants are [F:1][C:2]1[CH:19]=[CH:18][C:5]([C:6]([N:8]2[CH2:13][CH2:12][CH2:11][C@H:10]([C:14]([NH:16][OH:17])=[NH:15])[CH2:9]2)=[O:7])=[CH:4][CH:3]=1.[C:20]1([C@@H:26]([CH3:30])[C:27](O)=O)[CH:25]=[CH:24][CH:23]=[CH:22][CH:21]=1. The product is [F:1][C:2]1[CH:19]=[CH:18][C:5]([C:6]([N:8]2[CH2:13][CH2:12][CH2:11][C@H:10]([C:14]3[N:15]=[C:27]([C@@H:26]([C:20]4[CH:25]=[CH:24][CH:23]=[CH:22][CH:21]=4)[CH3:30])[O:17][N:16]=3)[CH2:9]2)=[O:7])=[CH:4][CH:3]=1. The yield is 0.420. No catalyst specified. (9) The reactants are [C:1]([C:3]1([C:6]([NH2:8])=[O:7])[CH2:5][CH2:4]1)#[N:2].C(Cl)(=O)[C:10](Cl)=[O:11].[CH3:15][N:16]1[CH:20]=[C:19]([C:21]2[CH:26]=[C:25]([O:27][C:28]3[CH:29]=[CH:30][C:31]([NH2:34])=[N:32][CH:33]=3)[CH:24]=[CH:23][N:22]=2)[CH:18]=[N:17]1.N1C=CC=CC=1. The catalyst is ClCCCl.C1COCC1. The product is [C:1]([C:3]1([C:6]([NH:8][C:10](=[O:11])[NH:34][C:31]2[CH:30]=[CH:29][C:28]([O:27][C:25]3[CH:24]=[CH:23][N:22]=[C:21]([C:19]4[CH:18]=[N:17][N:16]([CH3:15])[CH:20]=4)[CH:26]=3)=[CH:33][N:32]=2)=[O:7])[CH2:5][CH2:4]1)#[N:2]. The yield is 0.780.